From a dataset of Catalyst prediction with 721,799 reactions and 888 catalyst types from USPTO. Predict which catalyst facilitates the given reaction. (1) Reactant: [OH:1][CH:2]1[C:7]([C:8]([O:10][CH2:11][CH3:12])=[O:9])=[CH:6][CH2:5][O:4][CH2:3]1.C(OC=C)(=O)CCCCC.C1C(CCCCC(N)=O)SSC1. Product: [OH:1][C@@H:2]1[C:7]([C:8]([O:10][CH2:11][CH3:12])=[O:9])=[CH:6][CH2:5][O:4][CH2:3]1. The catalyst class is: 740. (2) Product: [C:1]([C:5]1[CH:9]=[C:8]([NH:10][C:11]([NH:13][CH2:14][C:15]2[CH:16]=[CH:17][C:18]([C:21]3[N:25]4[CH:26]=[CH:27][C:28]([C:30]5[CH:35]=[CH:34][C:33]([S:36]([CH3:39])(=[O:37])=[O:38])=[CH:32][CH:31]=5)=[CH:29][C:24]4=[N:23][CH:22]=3)=[CH:19][CH:20]=2)=[O:12])[N:7]([CH2:40][CH2:41][N:47]2[CH2:52][CH2:51][O:50][CH2:49][CH2:48]2)[N:6]=1)([CH3:2])([CH3:3])[CH3:4]. The catalyst class is: 3. Reactant: [C:1]([C:5]1[CH:9]=[C:8]([NH:10][C:11]([NH:13][CH2:14][C:15]2[CH:20]=[CH:19][C:18]([C:21]3[N:25]4[CH:26]=[CH:27][C:28]([C:30]5[CH:35]=[CH:34][C:33]([S:36]([CH3:39])(=[O:38])=[O:37])=[CH:32][CH:31]=5)=[CH:29][C:24]4=[N:23][CH:22]=3)=[CH:17][CH:16]=2)=[O:12])[N:7]([CH2:40][CH2:41]OS(C)(=O)=O)[N:6]=1)([CH3:4])([CH3:3])[CH3:2].[NH:47]1[CH2:52][CH2:51][O:50][CH2:49][CH2:48]1.CCOC(C)=O. (3) Reactant: [CH2:1]([O:3][C:4]([N:6]1[CH2:11][CH2:10][NH:9][CH2:8][CH2:7]1)=[O:5])[CH3:2].Br[CH2:13][CH2:14][CH2:15][OH:16].C(=O)([O-])[O-].[K+].[K+]. Product: [CH2:1]([O:3][C:4]([N:6]1[CH2:7][CH2:8][N:9]([CH2:13][CH2:14][CH2:15][OH:16])[CH2:10][CH2:11]1)=[O:5])[CH3:2]. The catalyst class is: 10. (4) Reactant: [CH:1]([N:4]1[CH2:9][CH2:8][N:7]([C:10]([C:12]2[CH:13]=[C:14]3[C:18](=[CH:19][CH:20]=2)[NH:17][C:16]([C:21]([N:23]2[CH2:28][CH2:27][CH:26]([O:29][CH3:30])[CH2:25][CH2:24]2)=[O:22])=[CH:15]3)=[O:11])[CH2:6][CH2:5]1)([CH3:3])[CH3:2].[Cl:31][C:32]1[CH:37]=[C:36](B(O)O)[CH:35]=[CH:34][N:33]=1.N1C=CC=CC=1. The catalyst class is: 221. Product: [Cl:31][C:32]1[CH:37]=[C:36]([N:17]2[C:18]3[C:14](=[CH:13][C:12]([C:10]([N:7]4[CH2:8][CH2:9][N:4]([CH:1]([CH3:3])[CH3:2])[CH2:5][CH2:6]4)=[O:11])=[CH:20][CH:19]=3)[CH:15]=[C:16]2[C:21]([N:23]2[CH2:28][CH2:27][CH:26]([O:29][CH3:30])[CH2:25][CH2:24]2)=[O:22])[CH:35]=[CH:34][N:33]=1. (5) The catalyst class is: 19. Reactant: [F:1][C:2]1[CH:11]=[CH:10][C:5]([C:6]([O:8][CH3:9])=[O:7])=[CH:4][C:3]=1[N+:12]([O-])=O. Product: [F:1][C:2]1[CH:11]=[CH:10][C:5]([C:6]([O:8][CH3:9])=[O:7])=[CH:4][C:3]=1[NH2:12]. (6) Reactant: [CH3:1][O:2][C:3]1[CH:8]=[CH:7][C:6]([C:9]2[CH:18]=[C:17]([CH:19]([C:21]3[CH:26]=[CH:25][CH:24]=[CH:23][N:22]=3)[OH:20])[C:16]3[C:11](=[CH:12][CH:13]=[CH:14][CH:15]=3)[N:10]=2)=[CH:5][CH:4]=1.Cl. Product: [CH3:1][O:2][C:3]1[CH:4]=[CH:5][C:6]([C:9]2[CH:18]=[C:17]([CH:19]([CH:21]3[CH2:26][CH2:25][CH2:24][CH2:23][NH:22]3)[OH:20])[C:16]3[C:11](=[CH:12][CH:13]=[CH:14][CH:15]=3)[N:10]=2)=[CH:7][CH:8]=1. The catalyst class is: 458. (7) Reactant: C[Si]([N-][Si](C)(C)C)(C)C.[K+].[F:11][C:12]1[C:28]([C:29]#[C:30][C:31]([C:34]2[CH:38]=[C:37]([CH:39]=O)[O:36][N:35]=2)([OH:33])[CH3:32])=[CH:27][C:15]2[C:16]3[N:17]([CH:21]=[C:22]([C:24]([NH2:26])=[O:25])[N:23]=3)[CH2:18][CH2:19][O:20][C:14]=2[CH:13]=1.O.[CH3:42]C#N. Product: [F:11][C:12]1[C:28]([C:29]#[C:30][C:31]([OH:33])([C:34]2[CH:38]=[C:37]([CH:39]=[CH2:42])[O:36][N:35]=2)[CH3:32])=[CH:27][C:15]2[C:16]3[N:17]([CH:21]=[C:22]([C:24]([NH2:26])=[O:25])[N:23]=3)[CH2:18][CH2:19][O:20][C:14]=2[CH:13]=1. The catalyst class is: 359.